Dataset: Reaction yield outcomes from USPTO patents with 853,638 reactions. Task: Predict the reaction yield, written as a fraction of the theoretical maximum amount of product (1.0 means a 100% yield; for example, 0.34 means a 34% yield). (1) The reactants are C[O:2][C:3]([C:5]1([C:8]2[CH:9]=[CH:10][C:11]3[O:15][CH2:14][C:13]([CH3:17])([CH3:16])[C:12]=3[CH:18]=2)[CH2:7][CH2:6]1)=[O:4].[Li+].[OH-].Cl. The catalyst is CO. The product is [CH3:16][C:13]1([CH3:17])[C:12]2[CH:18]=[C:8]([C:5]3([C:3]([OH:4])=[O:2])[CH2:6][CH2:7]3)[CH:9]=[CH:10][C:11]=2[O:15][CH2:14]1. The yield is 0.410. (2) The reactants are [O:1]1[C:3]2([CH2:8][CH2:7][N:6]([C:9]3[CH:14]=[CH:13][C:12]([N:15]4[CH2:19][C@H:18]([CH2:20][NH:21][C:22](=[O:24])[CH3:23])[O:17][C:16]4=[O:25])=[CH:11][C:10]=3[F:26])[CH2:5][CH2:4]2)[CH2:2]1.[NH:27]1[CH2:32][CH2:31][O:30][CH2:29][CH2:28]1. The catalyst is CO. The product is [O:30]1[CH2:31][CH2:32][N:27]([CH2:2][C:3]2([OH:1])[CH2:4][CH2:5][N:6]([C:9]3[CH:14]=[CH:13][C:12]([N:15]4[CH2:19][C@H:18]([CH2:20][NH:21][C:22](=[O:24])[CH3:23])[O:17][C:16]4=[O:25])=[CH:11][C:10]=3[F:26])[CH2:7][CH2:8]2)[CH2:28][CH2:29]1. The yield is 0.820. (3) The reactants are [NH2:1][C:2]1[S:3][C:4]([CH2:12][CH3:13])=[CH:5][C:6]=1[C:7](OCC)=[O:8].[CH:14]([NH2:16])=O. The catalyst is O. The product is [CH2:12]([C:4]1[S:3][C:2]2[N:1]=[CH:14][N:16]=[C:7]([OH:8])[C:6]=2[CH:5]=1)[CH3:13]. The yield is 0.570. (4) The reactants are Cl.[N+:2]([C:5]1[CH:10]=[CH:9][CH:8]=[CH:7][C:6]=1[S:11]([N:14]1[CH2:19][CH2:18][NH:17][CH2:16][C:15]1=[O:20])(=[O:13])=[O:12])([O-:4])=[O:3].[CH:21]([O:34][C:35]([NH:37][C:38]1[N:46]=[CH:45][N:44]=[C:43]2[C:39]=1[N:40]=[CH:41][N:42]2CC(O)=O)=[O:36])([C:28]1[CH:33]=[CH:32][CH:31]=[CH:30][CH:29]=1)[C:22]1[CH:27]=[CH:26][CH:25]=[CH:24][CH:23]=1.C1CN([P+]([O:67]N2N=NC3C=CC=CC2=3)(N2CCCC2)N2CCCC2)CC1.F[P-](F)(F)(F)(F)F.C(N([CH2:91][CH3:92])C(C)C)(C)C. The catalyst is CN(C=O)C.C(OCC)(=O)C.O. The product is [CH:21]([O:34][C:35]([NH:37][C:38]1[N:46]([CH2:92][C:91]([N:17]2[CH2:18][CH2:19][N:14]([S:11]([C:6]3[CH:7]=[CH:8][CH:9]=[CH:10][C:5]=3[N+:2]([O-:4])=[O:3])(=[O:12])=[O:13])[C:15](=[O:20])[CH2:16]2)=[O:67])[CH:45]=[N:44][C:43]2[C:39]=1[N:40]=[CH:41][N:42]=2)=[O:36])([C:22]1[CH:23]=[CH:24][CH:25]=[CH:26][CH:27]=1)[C:28]1[CH:33]=[CH:32][CH:31]=[CH:30][CH:29]=1. The yield is 0.580. (5) The reactants are [OH:1][C:2]1[C:7]([CH:8]=[O:9])=[CH:6][C:5]([O:10][CH3:11])=[N:4][CH:3]=1.Cl.Cl[CH2:14][C:15]1[C:16]([C:21]2[N:25]([CH:26]([CH3:28])[CH3:27])[N:24]=[CH:23][CH:22]=2)=[N:17][CH:18]=[CH:19][CH:20]=1.C([O-])([O-])=O.[K+].[K+]. The catalyst is CN(C=O)C. The product is [CH:26]([N:25]1[C:21]([C:16]2[C:15]([CH2:14][O:1][C:2]3[C:7]([CH:8]=[O:9])=[CH:6][C:5]([O:10][CH3:11])=[N:4][CH:3]=3)=[CH:20][CH:19]=[CH:18][N:17]=2)=[CH:22][CH:23]=[N:24]1)([CH3:28])[CH3:27]. The yield is 0.650. (6) The catalyst is C1(C)C=CC=CC=1.CCO.C1C=CC([P]([Pd]([P](C2C=CC=CC=2)(C2C=CC=CC=2)C2C=CC=CC=2)([P](C2C=CC=CC=2)(C2C=CC=CC=2)C2C=CC=CC=2)[P](C2C=CC=CC=2)(C2C=CC=CC=2)C2C=CC=CC=2)(C2C=CC=CC=2)C2C=CC=CC=2)=CC=1. The product is [CH:18]([N:4]1[CH:5]=[C:6]([C:7]2[CH:12]=[CH:11][N:10]=[C:9]([NH:13][CH2:14][C@@H:15]([OH:17])[CH3:16])[N:8]=2)[C:2]([C:28]2[CH:29]=[C:30]3[C:22]([CH3:21])=[CH:23][NH:24][C:25]3=[N:26][CH:27]=2)=[N:3]1)([CH3:20])[CH3:19]. The reactants are I[C:2]1[C:6]([C:7]2[CH:12]=[CH:11][N:10]=[C:9]([NH:13][CH2:14][C@@H:15]([OH:17])[CH3:16])[N:8]=2)=[CH:5][N:4]([CH:18]([CH3:20])[CH3:19])[N:3]=1.[CH3:21][C:22]1[C:30]2[C:25](=[N:26][CH:27]=[C:28](B3OC(C)(C)C(C)(C)O3)[CH:29]=2)[NH:24][CH:23]=1.C([O-])([O-])=O.[Na+].[Na+]. The yield is 0.162.